From a dataset of Full USPTO retrosynthesis dataset with 1.9M reactions from patents (1976-2016). Predict the reactants needed to synthesize the given product. Given the product [NH2:1][C:2]1[C:3]([C:16]([NH:18][CH3:19])=[O:17])=[N:4][C:5]([C:8]2[CH:13]=[CH:12][CH:11]=[C:10]([C:14]3[NH:22][N:21]=[N:20][N:15]=3)[CH:9]=2)=[CH:6][N:7]=1, predict the reactants needed to synthesize it. The reactants are: [NH2:1][C:2]1[C:3]([C:16]([NH:18][CH3:19])=[O:17])=[N:4][C:5]([C:8]2[CH:13]=[CH:12][CH:11]=[C:10]([C:14]#[N:15])[CH:9]=2)=[CH:6][N:7]=1.[N-:20]=[N+:21]=[N-:22].[Na+].[Cl-].[NH4+].C(=O)(O)[O-].[Na+].